Dataset: Peptide-MHC class II binding affinity with 134,281 pairs from IEDB. Task: Regression. Given a peptide amino acid sequence and an MHC pseudo amino acid sequence, predict their binding affinity value. This is MHC class II binding data. (1) The peptide sequence is EKKYFAMTQFEPLAA. The MHC is HLA-DQA10101-DQB10501 with pseudo-sequence HLA-DQA10101-DQB10501. The binding affinity (normalized) is 0.596. (2) The peptide sequence is YDKFLANVSKVLTGK. The MHC is DRB1_1302 with pseudo-sequence DRB1_1302. The binding affinity (normalized) is 0.878. (3) The peptide sequence is EAGKATTEEQKLIED. The MHC is HLA-DPA10103-DPB10401 with pseudo-sequence HLA-DPA10103-DPB10401. The binding affinity (normalized) is 0. (4) The peptide sequence is VKGDPVGILYAVFKA. The MHC is DRB1_0901 with pseudo-sequence DRB1_0901. The binding affinity (normalized) is 0.326. (5) The peptide sequence is STIFPFRRLFMVAEV. The MHC is DRB1_1602 with pseudo-sequence DRB1_1602. The binding affinity (normalized) is 0.191. (6) The peptide sequence is ALRWNLQMGHSVLPK. The MHC is DRB5_0101 with pseudo-sequence DRB5_0101. The binding affinity (normalized) is 0.583. (7) The peptide sequence is GCGSCFEIKCTKPEA. The MHC is HLA-DPA10201-DPB10501 with pseudo-sequence HLA-DPA10201-DPB10501. The binding affinity (normalized) is 0.